This data is from Catalyst prediction with 721,799 reactions and 888 catalyst types from USPTO. The task is: Predict which catalyst facilitates the given reaction. (1) Reactant: [CH2:1]([C@H:8]1[CH2:12][O:11][C:10](=[O:13])[N:9]1[C:14](=[O:26])[CH2:15][C:16]1[CH:21]=[CH:20][C:19]([S:22]([CH3:25])(=[O:24])=[O:23])=[CH:18][CH:17]=1)[C:2]1[CH:7]=[CH:6][CH:5]=[CH:4][CH:3]=1.Br[CH2:28][C:29]1[CH:34]=[CH:33][CH:32]=[CH:31][C:30]=1[CH3:35].C[Si]([N-][Si](C)(C)C)(C)C.[Na+]. Product: [CH2:1]([C@H:8]1[CH2:12][O:11][C:10](=[O:13])[N:9]1[C:14](=[O:26])[C@@H:15]([C:16]1[CH:17]=[CH:18][C:19]([S:22]([CH3:25])(=[O:24])=[O:23])=[CH:20][CH:21]=1)[CH2:28][C:29]1[CH:34]=[CH:33][CH:32]=[CH:31][C:30]=1[CH3:35])[C:2]1[CH:7]=[CH:6][CH:5]=[CH:4][CH:3]=1.[CH2:1]([C@H:8]1[CH2:12][O:11][C:10](=[O:13])[N:9]1[C:14](=[O:26])[C@H:15]([C:16]1[CH:17]=[CH:18][C:19]([S:22]([CH3:25])(=[O:24])=[O:23])=[CH:20][CH:21]=1)[CH2:28][C:29]1[CH:34]=[CH:33][CH:32]=[CH:31][C:30]=1[CH3:35])[C:2]1[CH:7]=[CH:6][CH:5]=[CH:4][CH:3]=1. The catalyst class is: 1. (2) Reactant: [C:1]([CH2:4][C:5](=O)[CH3:6])(=O)[CH3:2].[CH:8]([C:11]1[C:12]([NH2:17])=[N:13][NH:14][C:15]=1[NH2:16])([CH3:10])[CH3:9].Cl.NO. Product: [CH:8]([C:11]1[C:15]([NH2:16])=[N:14][N:13]2[C:1]([CH3:2])=[CH:4][C:5]([CH3:6])=[N:17][C:12]=12)([CH3:10])[CH3:9]. The catalyst class is: 15. (3) Reactant: [Cl:1][C:2]1[CH:7]=[CH:6][C:5]([C@@H:8]([C:49]2[CH:50]=[N:51][C:52]([O:55][CH3:56])=[CH:53][CH:54]=2)[C@H:9]([NH:44][C:45]([O:47][CH3:48])=[O:46])[C:10]([NH:12][C:13]2[CH:42]=[CH:41][CH:40]=[C:39]([F:43])[C:14]=2[CH2:15][CH2:16][C@@H:17]2[N:22]([S:23]([C:26]3[CH:31]=[CH:30][CH:29]=[CH:28][CH:27]=3)(=[O:25])=[O:24])[CH2:21][CH2:20][N:19](C(OC(C)(C)C)=O)[CH2:18]2)=[O:11])=[CH:4][CH:3]=1.C(O)(C(F)(F)F)=O. Product: [Cl:1][C:2]1[CH:3]=[CH:4][C:5]([C@@H:8]([C:49]2[CH:50]=[N:51][C:52]([O:55][CH3:56])=[CH:53][CH:54]=2)[C@H:9]([NH:44][C:45](=[O:46])[O:47][CH3:48])[C:10]([NH:12][C:13]2[CH:42]=[CH:41][CH:40]=[C:39]([F:43])[C:14]=2[CH2:15][CH2:16][C@H:17]2[CH2:18][NH:19][CH2:20][CH2:21][N:22]2[S:23]([C:26]2[CH:31]=[CH:30][CH:29]=[CH:28][CH:27]=2)(=[O:25])=[O:24])=[O:11])=[CH:6][CH:7]=1. The catalyst class is: 2. (4) Reactant: [CH3:1][O:2][C:3]([N:5]([C:10]1[CH:15]=[CH:14][CH:13]=[CH:12][CH:11]=1)[CH2:6][C:7](O)=[O:8])=[O:4].CO. Product: [CH3:1][O:2][C:3]([N:5]([CH2:6][CH2:7][OH:8])[C:10]1[CH:11]=[CH:12][CH:13]=[CH:14][CH:15]=1)=[O:4]. The catalyst class is: 7.